Dataset: Reaction yield outcomes from USPTO patents with 853,638 reactions. Task: Predict the reaction yield, written as a fraction of the theoretical maximum amount of product (1.0 means a 100% yield; for example, 0.34 means a 34% yield). (1) The reactants are [H-].[Na+].[Cl:3][C:4]1[CH:20]=[C:19]([C:21]([F:24])([F:23])[F:22])[CH:18]=[CH:17][C:5]=1[CH2:6][N:7]1[C:11]([CH:12]=O)=[CH:10][C:9]([CH:14]([CH3:16])[CH3:15])=[N:8]1.C(OP([CH2:33][C:34]([O:36][CH2:37][CH3:38])=[O:35])(OCC)=O)C.O. The catalyst is CN(C)C=O.O1CCCC1. The product is [Cl:3][C:4]1[CH:20]=[C:19]([C:21]([F:24])([F:22])[F:23])[CH:18]=[CH:17][C:5]=1[CH2:6][N:7]1[C:11](/[CH:12]=[CH:33]/[C:34]([O:36][CH2:37][CH3:38])=[O:35])=[CH:10][C:9]([CH:14]([CH3:16])[CH3:15])=[N:8]1. The yield is 0.290. (2) The reactants are [Cl:1][C:2]1[CH:3]=[C:4]([C:8](=[O:13])[C:9]([CH3:12])([CH3:11])[CH3:10])[CH:5]=[CH:6][CH:7]=1.OS(O)(=O)=O.[N+:19]([O-])([OH:21])=[O:20]. No catalyst specified. The product is [Cl:1][C:2]1[CH:7]=[CH:6][C:5]([N+:19]([O-:21])=[O:20])=[C:4]([C:8](=[O:13])[C:9]([CH3:10])([CH3:12])[CH3:11])[CH:3]=1. The yield is 0.850. (3) The reactants are [Br:1][C:2]1[CH:11]=[CH:10][C:5]([C:6]([O:8][CH3:9])=[O:7])=[CH:4][C:3]=1[OH:12].C(=O)([O-])[O-].[K+].[K+].Br[CH2:20][C:21]([CH3:23])=[CH2:22]. The catalyst is [I-].C([N+](CCCC)(CCCC)CCCC)CCC.CN(C=O)C. The product is [Br:1][C:2]1[CH:11]=[CH:10][C:5]([C:6]([O:8][CH3:9])=[O:7])=[CH:4][C:3]=1[O:12][CH2:22][C:21]([CH3:23])=[CH2:20]. The yield is 0.990. (4) The reactants are [N:1]([C@@H:4]([CH2:25][C:26]1[CH:31]=[CH:30][C:29]([O:32][CH3:33])=[CH:28][CH:27]=1)[C@H:5]([OH:24])[CH2:6][N:7]([CH2:19][C:20]([F:23])([CH3:22])[CH3:21])[S:8]([C:11]1[CH:16]=[CH:15][C:14]([O:17][CH3:18])=[CH:13][CH:12]=1)(=[O:10])=[O:9])=[N+]=[N-].C1(P(C2C=CC=CC=2)C2C=CC=CC=2)C=CC=CC=1. The catalyst is C1COCC1.O.C(OCC)(=O)C. The product is [NH2:1][C@@H:4]([CH2:25][C:26]1[CH:31]=[CH:30][C:29]([O:32][CH3:33])=[CH:28][CH:27]=1)[C@H:5]([OH:24])[CH2:6][N:7]([CH2:19][C:20]([F:23])([CH3:21])[CH3:22])[S:8]([C:11]1[CH:12]=[CH:13][C:14]([O:17][CH3:18])=[CH:15][CH:16]=1)(=[O:9])=[O:10]. The yield is 0.550.